Dataset: Forward reaction prediction with 1.9M reactions from USPTO patents (1976-2016). Task: Predict the product of the given reaction. (1) The product is: [OH:28][C@H:18]1[CH2:19][CH2:20][C@@:21]2([CH3:22])[C:16](=[CH:15][CH2:14][C@@H:13]3[C@@H:23]2[CH2:24][CH2:25][C@@:26]2([CH3:27])[C@H:12]3[CH2:11][C:10](=[O:29])[C@@H:9]2[C@H:7]([CH3:8])[CH2:6][CH2:5][CH2:4][CH:2]([CH3:3])[CH3:1])[CH2:17]1. Given the reactants [CH3:1][CH:2]([CH2:4][CH2:5][CH2:6][C@H:7]([C@@H:9]1[C@:26]2([CH3:27])[C@H:12]([C@H:13]3[C@H:23]([CH2:24][CH2:25]2)[C@:21]2([CH3:22])[C:16]([CH2:17][C@@H:18]([OH:28])[CH2:19][CH2:20]2)=[CH:15][CH2:14]3)[CH2:11][C@@H:10]1[OH:29])[CH3:8])[CH3:3].C([O-])(=O)C.[Na+].CO, predict the reaction product. (2) The product is: [CH:21]1([N:20]([C:14]2[CH:19]=[CH:18][CH:17]=[CH:16][CH:15]=2)[C:30](=[O:29])/[CH:31]=[CH:32]/[C:28]2[CH:35]=[CH:34][CH:33]=[CH:38][CH:27]=2)[CH2:26][CH2:25][CH2:24][CH2:23][CH2:22]1. Given the reactants S(Cl)(Cl)=O.C(N(C(C)C)C(C)C)C.[CH:14]1([NH:20][C:21]2[CH:26]=[CH:25][CH:24]=[CH:23][CH:22]=2)[CH2:19][CH2:18][CH2:17][CH2:16][CH2:15]1.[CH3:27][CH:28]1[CH2:32][CH2:31][CH2:30][O:29]1.[C:33]1(C)[CH:38]=CC=[CH:35][CH:34]=1, predict the reaction product. (3) Given the reactants [CH3:1][C:2]1[NH:7][C:6]([CH3:8])=[C:5]([C:9]([O:11][C:12]([CH2:15][N:16]([CH2:18][CH2:19][CH:20]([C:27]2[CH:28]=[CH:29][CH:30]=[CH:31][CH:32]=2)[C:21]2[CH:22]=[CH:23][CH:24]=[CH:25][CH:26]=2)[CH3:17])([CH3:14])[CH3:13])=[O:10])[CH:4]([C:33]2[CH:34]=[CH:35][CH:36]=[C:37]([N+:39]([O-:41])=[O:40])[CH:38]=2)[C:3]=1[C:42]([O:44][CH3:45])=[O:43].[ClH:46], predict the reaction product. The product is: [CH3:1][C:2]1[NH:7][C:6]([CH3:8])=[C:5]([C:9]([O:11][C:12]([CH2:15][N:16]([CH2:18][CH2:19][CH:20]([C:21]2[CH:22]=[CH:23][CH:24]=[CH:25][CH:26]=2)[C:27]2[CH:28]=[CH:29][CH:30]=[CH:31][CH:32]=2)[CH3:17])([CH3:13])[CH3:14])=[O:10])[CH:4]([C:33]2[CH:34]=[CH:35][CH:36]=[C:37]([N+:39]([O-:41])=[O:40])[CH:38]=2)[C:3]=1[C:42]([O:44][CH3:45])=[O:43].[ClH:46]. (4) Given the reactants [O:1]=[CH:2][C@H:3]([C@H:5]([C@@H:7]([C@@H:9]([CH2:11][OH:12])[OH:10])[OH:8])[OH:6])[OH:4].[Si]([O:30][CH2:31][C@@H:32]([OH:58])[C@@H:33]([OH:57])[C@H:34]([OH:56])[C@@H:35]([OH:55])[C:36]([Si](C(C)(C)C)(C1C=CC=CC=1)C1C=CC=CC=1)=[O:37])(C(C)(C)C)(C1C=CC=CC=1)C1C=CC=CC=1.C(N(C(C)C)P(=O)(OCC1C=CC=CC=1)OCC1C=CC=CC=1)(C)C.N1C=NN=N1.ClC1C=CC=C(C(OO)=O)C=1, predict the reaction product. The product is: [O:1]=[CH:2][C@@H:3]([C@H:5]([C@@H:7]([C@@H:9]([CH2:11][OH:12])[OH:10])[OH:8])[OH:6])[OH:4].[O:30]=[CH:31][C@H:32]([C@H:33]([C@@H:34]([C@@H:35]([CH2:36][OH:37])[OH:55])[OH:56])[OH:57])[OH:58]. (5) Given the reactants C([N:8]1[CH2:20][C@H:19]2[C@H:11]([CH2:12][C:13]3[C:18]2=[CH:17][C:16]([C:21]2[CH:26]=[CH:25][C:24]([C:27]([F:30])([F:29])[F:28])=[CH:23][C:22]=2[Cl:31])=[CH:15][C:14]=3[CH3:32])[CH2:10][CH2:9]1)C1C=CC=CC=1.C(O)(=O)C, predict the reaction product. The product is: [Cl:31][C:22]1[CH:23]=[C:24]([C:27]([F:30])([F:28])[F:29])[CH:25]=[CH:26][C:21]=1[C:16]1[CH:17]=[C:18]2[C:13](=[C:14]([CH3:32])[CH:15]=1)[CH2:12][C@H:11]1[C@@H:19]2[CH2:20][NH:8][CH2:9][CH2:10]1. (6) Given the reactants O[CH2:2][C:3]1[CH:8]=[CH:7][C:6]([CH2:9][CH2:10][N:11]2[CH:16]=[CH:15][C:14]([O:17][CH2:18][C:19]3[CH:24]=[CH:23][C:22]([CH3:25])=[CH:21][N:20]=3)=[CH:13][C:12]2=[O:26])=[CH:5][CH:4]=1.P(Br)(Br)[Br:28], predict the reaction product. The product is: [Br:28][CH2:2][C:3]1[CH:8]=[CH:7][C:6]([CH2:9][CH2:10][N:11]2[CH:16]=[CH:15][C:14]([O:17][CH2:18][C:19]3[CH:24]=[CH:23][C:22]([CH3:25])=[CH:21][N:20]=3)=[CH:13][C:12]2=[O:26])=[CH:5][CH:4]=1. (7) Given the reactants [Cl:1][C:2]1[C:7]([CH2:8][CH2:9][C:10]([O:12][CH2:13][CH3:14])=[O:11])=[CH:6][CH:5]=[C:4](Cl)[N:3]=1.[F:16][C:17]1[CH:22]=[CH:21][C:20]([C:23]2[O:24][C:25]3[CH:35]=[C:34]([N:36]([CH3:41])[S:37]([CH3:40])(=[O:39])=[O:38])[C:33](B4OC(C)(C)C(C)(C)O4)=[CH:32][C:26]=3[C:27]=2[C:28]([NH:30][CH3:31])=[O:29])=[CH:19][CH:18]=1.CC1(C)C2C(=C(P(C3C=CC=CC=3)C3C=CC=CC=3)C=CC=2)OC2C(P(C3C=CC=CC=3)C3C=CC=CC=3)=CC=CC1=2.C1(C2C=CC=CC=2)C=CC=CC=1.C(=O)([O-])[O-].[Cs+].[Cs+], predict the reaction product. The product is: [Cl:1][C:2]1[C:7]([CH2:8][CH2:9][C:10]([O:12][CH2:13][CH3:14])=[O:11])=[CH:6][CH:5]=[C:4]([C:33]2[C:34]([N:36]([CH3:41])[S:37]([CH3:40])(=[O:39])=[O:38])=[CH:35][C:25]3[O:24][C:23]([C:20]4[CH:21]=[CH:22][C:17]([F:16])=[CH:18][CH:19]=4)=[C:27]([C:28](=[O:29])[NH:30][CH3:31])[C:26]=3[CH:32]=2)[N:3]=1. (8) Given the reactants [CH3:1][C:2]1[C:3]2[CH:17]=[C:16]([O:18][C:19]3[CH:24]=[CH:23][CH:22]=[CH:21][CH:20]=3)[CH:15]=[CH:14][C:4]=2[S:5][C:6]=1[C:7]1[CH:12]=[CH:11][N:10]=[C:9]([NH2:13])[N:8]=1.[CH3:25][O:26]C1C=C(O)C=CC=1.C1(O)C=CC=CC=1, predict the reaction product. The product is: [CH3:25][O:26][C:23]1[CH:24]=[C:19]([CH:20]=[CH:21][CH:22]=1)[O:18][C:16]1[CH:15]=[CH:14][C:4]2[S:5][C:6]([C:7]3[CH:12]=[CH:11][N:10]=[C:9]([NH2:13])[N:8]=3)=[C:2]([CH3:1])[C:3]=2[CH:17]=1. (9) Given the reactants [Br:1][CH2:2][CH2:3][CH2:4][CH2:5][CH2:6][CH2:7][C:8]1([CH2:30][CH2:31][CH2:32][CH2:33][CH2:34][CH2:35][Br:36])[C:20]2[CH:19]=[CH:18][CH:17]=[CH:16][C:15]=2[C:14]2[C:9]1=[CH:10][C:11](B1OC(C)(C)C(C)(C)O1)=[CH:12][CH:13]=2.Br[C:38]1[CH:43]=[CH:42][C:41](Br)=[CH:40][CH:39]=1.C(=O)([O-])[O-].[K+].[K+].[C:51]1([CH3:57])[CH:56]=[CH:55][CH:54]=[CH:53][CH:52]=1, predict the reaction product. The product is: [Br:36][CH2:35][CH2:34][CH2:33][CH2:32][CH2:31][CH2:30][C:8]1([CH2:7][CH2:6][CH2:5][CH2:4][CH2:3][CH2:2][Br:1])[C:9]2[CH:10]=[C:11]([C:38]3[CH:43]=[CH:42][C:41]([C:54]4[CH:55]=[C:56]5[C:51]([C:57]6[CH:13]=[CH:12][CH:11]=[CH:10][C:9]=6[C:8]5([CH2:7][CH2:6][CH2:5][CH2:4][CH2:3][CH2:2][Br:1])[CH2:30][CH2:31][CH2:32][CH2:33][CH2:34][CH2:35][Br:36])=[CH:52][CH:53]=4)=[CH:40][CH:39]=3)[CH:12]=[CH:13][C:14]=2[C:15]2[C:20]1=[CH:19][CH:18]=[CH:17][CH:16]=2. (10) The product is: [NH2:1][C:2]1[C:3]([C:9]#[N:11])=[N:4][C:5]([Br:8])=[CH:6][N:7]=1. Given the reactants [NH2:1][C:2]1[C:3]([C:9]([NH2:11])=O)=[N:4][C:5]([Br:8])=[CH:6][N:7]=1.O=P(Cl)(Cl)Cl.C([O-])(O)=O.[Na+], predict the reaction product.